Task: Predict which catalyst facilitates the given reaction.. Dataset: Catalyst prediction with 721,799 reactions and 888 catalyst types from USPTO (1) Reactant: Cl[C:2]1[C:7]([C:8]#[N:9])=[C:6]([O:10][C:11]2[CH:16]=[CH:15][C:14]([S:17]([CH3:20])(=[O:19])=[O:18])=[CH:13][CH:12]=2)[N:5]=[C:4]([CH3:21])[N:3]=1.[CH:22]([C:25]1[N:29]=[C:28]([CH:30]2[CH2:35][CH2:34][NH:33][CH2:32][CH2:31]2)[O:27][N:26]=1)([CH3:24])[CH3:23].C(=O)([O-])[O-].[K+].[K+].C(=O)(O)[O-].[Na+]. Product: [CH:22]([C:25]1[N:29]=[C:28]([CH:30]2[CH2:35][CH2:34][N:33]([C:2]3[C:7]([C:8]#[N:9])=[C:6]([O:10][C:11]4[CH:16]=[CH:15][C:14]([S:17]([CH3:20])(=[O:19])=[O:18])=[CH:13][CH:12]=4)[N:5]=[C:4]([CH3:21])[N:3]=3)[CH2:32][CH2:31]2)[O:27][N:26]=1)([CH3:24])[CH3:23]. The catalyst class is: 39. (2) Reactant: [Cl:1][C:2]1[N:3]=[C:4]([C:9]([NH:11][C@H:12]2[CH2:17][CH2:16][N:15]([C:18]3[S:19][C:20]([C:24]([O:26]CC)=[O:25])=[C:21]([CH3:23])[N:22]=3)[CH2:14][C@H:13]2[O:29][CH2:30][C:31]([F:34])([F:33])[CH3:32])=[O:10])[NH:5][C:6]=1[CH2:7][CH3:8].[OH-].[Li+]. Product: [Cl:1][C:2]1[N:3]=[C:4]([C:9]([NH:11][C@H:12]2[CH2:17][CH2:16][N:15]([C:18]3[S:19][C:20]([C:24]([OH:26])=[O:25])=[C:21]([CH3:23])[N:22]=3)[CH2:14][C@H:13]2[O:29][CH2:30][C:31]([F:34])([F:33])[CH3:32])=[O:10])[NH:5][C:6]=1[CH2:7][CH3:8]. The catalyst class is: 5. (3) Product: [CH3:14][S:15]([O:13][CH2:12][CH2:11]/[CH:10]=[CH:9]/[C:4]1[CH:5]=[CH:6][C:7]([Cl:8])=[C:2]([Cl:1])[CH:3]=1)(=[O:17])=[O:16]. Reactant: [Cl:1][C:2]1[CH:3]=[C:4](/[CH:9]=[CH:10]/[CH2:11][CH2:12][OH:13])[CH:5]=[CH:6][C:7]=1[Cl:8].[CH3:14][S:15](Cl)(=[O:17])=[O:16]. The catalyst class is: 34. (4) Reactant: [Cl:1][C:2]1[N:7]=[C:6]([NH:8][NH:9][C:10](=[O:29])[C@H:11]([CH2:23][CH:24]2[CH2:28][CH2:27][CH2:26][CH2:25]2)[CH2:12][N:13]([O:16]C2CCCCO2)[CH:14]=[O:15])[C:5]([F:30])=[C:4]([NH:31][CH2:32][C:33]2[CH:37]=[CH:36][S:35][CH:34]=2)[N:3]=1. Product: [Cl:1][C:2]1[N:7]=[C:6]([NH:8][NH:9][C:10](=[O:29])[C@H:11]([CH2:23][CH:24]2[CH2:25][CH2:26][CH2:27][CH2:28]2)[CH2:12][N:13]([OH:16])[CH:14]=[O:15])[C:5]([F:30])=[C:4]([NH:31][CH2:32][C:33]2[CH:37]=[CH:36][S:35][CH:34]=2)[N:3]=1. The catalyst class is: 86. (5) Product: [C:1]([O:5][C:6]([N:8]1[CH2:12][CH2:11][CH2:10][C@H:9]1[CH2:13][O:14][C:16]1[CH:25]=[CH:24][C:19]([C:20]([O:22][CH3:23])=[O:21])=[CH:18][CH:17]=1)=[O:7])([CH3:4])([CH3:3])[CH3:2]. Reactant: [C:1]([O:5][C:6]([N:8]1[CH2:12][CH2:11][CH2:10][C@H:9]1[CH2:13][OH:14])=[O:7])([CH3:4])([CH3:3])[CH3:2].O[C:16]1[CH:25]=[CH:24][C:19]([C:20]([O:22][CH3:23])=[O:21])=[CH:18][CH:17]=1.C1C=CC(P(C2C=CC=CC=2)C2C=CC=CC=2)=CC=1.CC(OC(/N=N/C(OC(C)C)=O)=O)C. The catalyst class is: 1.